From a dataset of Full USPTO retrosynthesis dataset with 1.9M reactions from patents (1976-2016). Predict the reactants needed to synthesize the given product. (1) Given the product [C:17]([C:2]1[CH:7]=[CH:6][C:5]([C:8]#[C:9][C:10]2[N:11]=[C:12]([CH3:15])[S:13][CH:14]=2)=[CH:4][N:3]=1)([CH3:20])([CH3:19])[CH3:18], predict the reactants needed to synthesize it. The reactants are: Cl[C:2]1[CH:7]=[CH:6][C:5]([C:8]#[C:9][C:10]2[N:11]=[C:12]([CH3:15])[S:13][CH:14]=2)=[CH:4][N:3]=1.[Br-].[C:17]([Zn+])([CH3:20])([CH3:19])[CH3:18].C1COCC1. (2) Given the product [CH:19]1[C:20]2[CH2:21][C:22]3[C:27](=[CH:26][CH:25]=[CH:24][CH:23]=3)[C:28]=2[CH:29]=[CH:30][C:18]=1/[C:16](/[CH3:17])=[CH:15]/[CH2:14][O:13][C:10]1[CH:9]=[CH:8][C:7]([CH:5]([CH3:6])[C:4]([OH:31])=[O:3])=[CH:12][CH:11]=1, predict the reactants needed to synthesize it. The reactants are: C([O:3][C:4](=[O:31])[CH:5]([C:7]1[CH:12]=[CH:11][C:10]([O:13][CH2:14]/[CH:15]=[C:16](/[C:18]2[CH:30]=[CH:29][C:28]3[C:27]4[C:22](=[CH:23][CH:24]=[CH:25][CH:26]=4)[CH2:21][C:20]=3[CH:19]=2)\[CH3:17])=[CH:9][CH:8]=1)[CH3:6])C.CO. (3) Given the product [CH2:23]([O:25][C:26]1[CH:37]=[CH:36][C:29]([CH2:30][CH2:31][NH:32][CH2:33][CH2:34][NH:35][C:2]2[C:3]3[C:11]([CH3:12])=[C:10]([CH3:13])[N:9]([C:14]4[C:19]([CH3:20])=[CH:18][C:17]([CH3:21])=[CH:16][C:15]=4[CH3:22])[C:4]=3[N:5]=[C:6]([CH3:8])[N:7]=2)=[CH:28][C:27]=1[O:38][CH3:39])[CH3:24], predict the reactants needed to synthesize it. The reactants are: Cl[C:2]1[C:3]2[C:11]([CH3:12])=[C:10]([CH3:13])[N:9]([C:14]3[C:19]([CH3:20])=[CH:18][C:17]([CH3:21])=[CH:16][C:15]=3[CH3:22])[C:4]=2[N:5]=[C:6]([CH3:8])[N:7]=1.[CH2:23]([O:25][C:26]1[CH:37]=[CH:36][C:29]([CH2:30][CH2:31][NH:32][CH2:33][CH2:34][NH2:35])=[CH:28][C:27]=1[O:38][CH3:39])[CH3:24].O. (4) Given the product [NH2:32][C:14]1[CH:13]=[C:12]([NH:11][C:2](=[O:3])[O:4][CH:5]2[CH2:10][CH2:9][CH2:8][CH2:7][CH2:6]2)[C:17]([S:18](=[O:30])(=[O:31])[NH:19][C:20]2[CH:21]=[CH:22][C:23]3[CH2:27][O:26][B:25]([OH:28])[C:24]=3[CH:29]=2)=[N:16][CH:15]=1, predict the reactants needed to synthesize it. The reactants are: Cl[C:2]([O:4][CH:5]1[CH2:10][CH2:9][CH2:8][CH2:7][CH2:6]1)=[O:3].[NH2:11][C:12]1[CH:13]=[C:14]([NH:32]C(=O)OCC2C=CC=CC=2)[CH:15]=[N:16][C:17]=1[S:18](=[O:31])(=[O:30])[NH:19][C:20]1[CH:21]=[CH:22][C:23]2[CH2:27][O:26][B:25]([OH:28])[C:24]=2[CH:29]=1. (5) Given the product [CH2:3]([C:7]1[N:8]([CH2:41][CH2:42][CH3:43])[C:9]([C:12]2[CH:17]=[CH:16][N:15]=[C:14]([NH:18][C:19]3[CH:20]=[CH:21][C:22]([S:25](=[O:40])(=[O:39])[NH:26][CH2:35][CH2:36][O:37][CH3:38])=[CH:23][CH:24]=3)[N:13]=2)=[CH:10][N:11]=1)[CH2:4][CH:5]=[CH2:6], predict the reactants needed to synthesize it. The reactants are: [F-].[Cs+].[CH2:3]([C:7]1[N:8]([CH2:41][CH2:42][CH3:43])[C:9]([C:12]2[CH:17]=[CH:16][N:15]=[C:14]([NH:18][C:19]3[CH:24]=[CH:23][C:22]([S:25](=[O:40])(=[O:39])[N:26]([CH2:35][CH2:36][O:37][CH3:38])COCC[Si](C)(C)C)=[CH:21][CH:20]=3)[N:13]=2)=[CH:10][N:11]=1)[CH2:4][CH:5]=[CH2:6]. (6) Given the product [Br:1][C:2]1[CH:7]=[CH:6][C:5]([CH2:8][C:9]2[CH:14]=[CH:13][CH:12]=[CH:11][N:10]=2)=[CH:4][C:3]=1[F:16], predict the reactants needed to synthesize it. The reactants are: [Br:1][C:2]1[CH:7]=[CH:6][C:5]([CH:8](Cl)[C:9]2[CH:14]=[CH:13][CH:12]=[CH:11][N:10]=2)=[CH:4][C:3]=1[F:16]. (7) Given the product [Si:6]([O:5][CH2:1][C@@H:2]([OH:4])[CH3:3])([C:9]([CH3:12])([CH3:11])[CH3:10])([CH3:8])[CH3:7], predict the reactants needed to synthesize it. The reactants are: [CH2:1]([OH:5])[C@@H:2]([OH:4])[CH3:3].[Si:6](Cl)([C:9]([CH3:12])([CH3:11])[CH3:10])([CH3:8])[CH3:7].N1C=CN=C1.CN(C)C=O. (8) Given the product [NH2:1][C:2]1[C:18]([Br:19])=[CH:17][C:5]2[C:6]([C:12]([OH:14])=[O:13])=[C:7]([CH:9]3[CH2:11][CH2:10]3)[O:8][C:4]=2[CH:3]=1, predict the reactants needed to synthesize it. The reactants are: [NH2:1][C:2]1[C:18]([Br:19])=[CH:17][C:5]2[C:6]([C:12]([O:14]CC)=[O:13])=[C:7]([CH:9]3[CH2:11][CH2:10]3)[O:8][C:4]=2[CH:3]=1.O[Li].O.Cl. (9) Given the product [OH:11][CH2:10][C@@H:9]([NH:8][S:23]([C:18]1[CH:19]=[CH:20][CH:21]=[CH:22][C:17]=1[N+:14]([O-:16])=[O:15])(=[O:24])=[O:25])[CH2:12][CH3:13], predict the reactants needed to synthesize it. The reactants are: C(N(CC)CC)C.[NH2:8][C@@H:9]([CH2:12][CH3:13])[CH2:10][OH:11].[N+:14]([C:17]1[CH:22]=[CH:21][CH:20]=[CH:19][C:18]=1[S:23](Cl)(=[O:25])=[O:24])([O-:16])=[O:15].C(=O)([O-])O.[Na+].